Dataset: Reaction yield outcomes from USPTO patents with 853,638 reactions. Task: Predict the reaction yield, written as a fraction of the theoretical maximum amount of product (1.0 means a 100% yield; for example, 0.34 means a 34% yield). (1) The reactants are C(O[C:4](=[O:15])[NH:5][C:6]1[CH:11]=[CH:10][C:9]([Br:12])=[CH:8][C:7]=1[C:13]#[N:14])C.[CH:16]([NH:18]N)=O.O.C[N:22]1C(=O)CCC1. No catalyst specified. The product is [Br:12][C:9]1[CH:10]=[CH:11][C:6]2[NH:5][C:4](=[O:15])[N:14]3[N:22]=[CH:16][N:18]=[C:13]3[C:7]=2[CH:8]=1. The yield is 0.810. (2) The reactants are [NH:1]1[CH2:6][CH2:5][CH:4]([CH2:7][CH2:8][OH:9])[CH2:3][CH2:2]1.[C:10](O[C:10]([O:12][C:13]([CH3:16])([CH3:15])[CH3:14])=[O:11])([O:12][C:13]([CH3:16])([CH3:15])[CH3:14])=[O:11]. The catalyst is O1CCCC1. The product is [OH:9][CH2:8][CH2:7][CH:4]1[CH2:5][CH2:6][N:1]([C:10]([O:12][C:13]([CH3:16])([CH3:15])[CH3:14])=[O:11])[CH2:2][CH2:3]1. The yield is 0.980.